From a dataset of Cav3 T-type calcium channel HTS with 100,875 compounds. Binary Classification. Given a drug SMILES string, predict its activity (active/inactive) in a high-throughput screening assay against a specified biological target. (1) The compound is Brc1n(c2c(n(c(=O)[nH]c2=O)C)n1)CCSc1scc(n1)C. The result is 0 (inactive). (2) The result is 0 (inactive). The molecule is O=C(Nc1cccnc1)CCCc1ccccc1.